This data is from Forward reaction prediction with 1.9M reactions from USPTO patents (1976-2016). The task is: Predict the product of the given reaction. Given the reactants Br[C:2]1[CH:7]=[CH:6][C:5]([Br:8])=[CH:4][N:3]=1.[C:9]([O:13][C:14]([N:16]1[CH2:21][CH2:20][NH:19][CH2:18][CH2:17]1)=[O:15])([CH3:12])([CH3:11])[CH3:10], predict the reaction product. The product is: [Br:8][C:5]1[CH:6]=[CH:7][C:2]([N:19]2[CH2:18][CH2:17][N:16]([C:14]([O:13][C:9]([CH3:12])([CH3:11])[CH3:10])=[O:15])[CH2:21][CH2:20]2)=[N:3][CH:4]=1.